Dataset: Forward reaction prediction with 1.9M reactions from USPTO patents (1976-2016). Task: Predict the product of the given reaction. (1) Given the reactants [NH:1]1[C:5]2[CH:6]=[CH:7][C:8]([C:10](O)=[O:11])=[CH:9][C:4]=2[N:3]=[CH:2]1.C1COCC1.[H-].[Al+3].[Li+].[H-].[H-].[H-].C(OCC)(=O)C, predict the reaction product. The product is: [NH:1]1[C:5]2[CH:6]=[CH:7][C:8]([CH2:10][OH:11])=[CH:9][C:4]=2[N:3]=[CH:2]1. (2) The product is: [CH2:17]([C:14]([C:19]1[CH:33]=[CH:32][C:22]([O:23][CH2:24][C@@H:25]2[CH2:29][O:28][C:27]([CH3:31])([CH3:30])[O:26]2)=[C:21]([CH3:34])[CH:20]=1)([C:11]1[CH:12]=[CH:13][C:8]([CH2:7][CH2:6][S:5]([C:1]([CH3:4])([CH3:2])[CH3:3])=[O:36])=[C:9]([CH3:35])[CH:10]=1)[CH2:15][CH3:16])[CH3:18]. Given the reactants [C:1]([S:5][CH2:6][CH2:7][C:8]1[CH:13]=[CH:12][C:11]([C:14]([C:19]2[CH:33]=[CH:32][C:22]([O:23][CH2:24][C@@H:25]3[CH2:29][O:28][C:27]([CH3:31])([CH3:30])[O:26]3)=[C:21]([CH3:34])[CH:20]=2)([CH2:17][CH3:18])[CH2:15][CH3:16])=[CH:10][C:9]=1[CH3:35])([CH3:4])([CH3:3])[CH3:2].[OH2:36], predict the reaction product. (3) Given the reactants [CH3:1][C:2]([CH3:22])([CH3:21])[CH2:3][N:4]([CH2:13][C:14]1[CH:19]=[CH:18][C:17](I)=[CH:16][CH:15]=1)[C:5]1[CH:10]=[CH:9][N:8]=[C:7]([C:11]#[N:12])[N:6]=1.[C:23]([Si:25]([CH3:28])([CH3:27])[CH3:26])#[CH:24].C(N(CC)CC)C.O, predict the reaction product. The product is: [CH3:1][C:2]([CH3:22])([CH3:21])[CH2:3][N:4]([CH2:13][C:14]1[CH:19]=[CH:18][C:17]([C:24]#[C:23][Si:25]([CH3:28])([CH3:27])[CH3:26])=[CH:16][CH:15]=1)[C:5]1[CH:10]=[CH:9][N:8]=[C:7]([C:11]#[N:12])[N:6]=1.